Task: Predict which catalyst facilitates the given reaction.. Dataset: Catalyst prediction with 721,799 reactions and 888 catalyst types from USPTO (1) Reactant: [Cl:1][C:2]1[C:7]([N+:8]([O-:10])=[O:9])=[CH:6][C:5]([O:11]S(C=C)(=O)=O)=[C:4]([CH3:17])[CH:3]=1.C(=O)([O-])[O-].[K+].[K+].C(O)(=O)CC(CC(O)=O)(C(O)=O)O. Product: [Cl:1][C:2]1[C:7]([N+:8]([O-:10])=[O:9])=[CH:6][C:5]([OH:11])=[C:4]([CH3:17])[CH:3]=1. The catalyst class is: 97. (2) Reactant: Cl.[C:2]([C:5]1[CH:39]=[CH:38][C:8]([C:9]([N:11]2[CH2:17][C@H:16]([NH2:18])[C:15](=[O:19])[N:14]([CH2:20][C:21]3[C:30]4[C:25](=[CH:26][C:27]([Br:31])=[CH:28][CH:29]=4)[CH:24]=[CH:23][C:22]=3[O:32][CH3:33])[C:13]3[CH:34]=[CH:35][CH:36]=[CH:37][C:12]2=3)=[O:10])=[CH:7][CH:6]=1)(=[O:4])[CH3:3].Cl.[CH3:41][N:42]([CH3:48])[C@@H:43]([CH3:47])[C:44](O)=[O:45]. Product: [C:2]([C:5]1[CH:39]=[CH:38][C:8]([C:9]([N:11]2[CH2:17][C@H:16]([NH:18][C:44](=[O:45])[C@@H:43]([N:42]([CH3:48])[CH3:41])[CH3:47])[C:15](=[O:19])[N:14]([CH2:20][C:21]3[C:30]4[C:25](=[CH:26][C:27]([Br:31])=[CH:28][CH:29]=4)[CH:24]=[CH:23][C:22]=3[O:32][CH3:33])[C:13]3[CH:34]=[CH:35][CH:36]=[CH:37][C:12]2=3)=[O:10])=[CH:7][CH:6]=1)(=[O:4])[CH3:3]. The catalyst class is: 6. (3) Reactant: [N:1]1[C:5]2[CH:6]=[CH:7][CH:8]=[CH:9][C:4]=2[NH:3][C:2]=1[CH2:10][C:11]#[N:12].[CH2:13]([CH:17]([C:23]([CH3:25])=O)[C:18](OCC)=[O:19])[CH2:14][CH2:15][CH3:16].C([O-])(=O)C.[NH4+]. Product: [CH2:13]([C:17]1[C:18](=[O:19])[N:3]2[C:2]([NH:1][C:5]3[CH:6]=[CH:7][CH:8]=[CH:9][C:4]=32)=[C:10]([C:11]#[N:12])[C:23]=1[CH3:25])[CH2:14][CH2:15][CH3:16]. The catalyst class is: 6. (4) Reactant: [CH3:1][O:2][C:3]1[CH:8]=[CH:7][C:6]([C:9]2([C:15]3[CH:20]=[CH:19][C:18]([O:21][CH3:22])=[CH:17][CH:16]=3)[CH2:14][CH2:13][NH:12][CH2:11][CH2:10]2)=[CH:5][CH:4]=1.Br.Br[CH2:25][CH2:26][CH2:27][NH2:28].C(=O)([O-])[O-].[K+].[K+]. Product: [CH3:1][O:2][C:3]1[CH:4]=[CH:5][C:6]([C:9]2([C:15]3[CH:16]=[CH:17][C:18]([O:21][CH3:22])=[CH:19][CH:20]=3)[CH2:14][CH2:13][NH:12][CH2:11][CH2:10]2)=[CH:7][CH:8]=1.[NH2:28][CH2:27][CH2:26][CH2:25][N:12]1[CH2:13][CH2:14][C:9]([C:15]2[CH:16]=[CH:17][C:18]([O:21][CH3:22])=[CH:19][CH:20]=2)([C:6]2[CH:5]=[CH:4][C:3]([O:2][CH3:1])=[CH:8][CH:7]=2)[CH2:10][CH2:11]1. The catalyst class is: 12. (5) Reactant: CO[C:3](=[O:30])[C:4]1[CH:9]=[CH:8][CH:7]=[CH:6][C:5]=1[C:10]1[N:14]([C:15]([CH3:18])([CH3:17])[CH3:16])[C:13]2[CH:19]=[CH:20][C:21]([C:23]3[CH:24]=[N:25][C:26]([NH2:29])=[N:27][CH:28]=3)=[CH:22][C:12]=2[N:11]=1.[NH2:31][NH2:32]. Product: [NH2:29][C:26]1[N:25]=[CH:24][C:23]([C:21]2[CH:20]=[CH:19][C:13]3[N:14]([C:15]([CH3:17])([CH3:18])[CH3:16])[C:10]([C:5]4[CH:6]=[CH:7][CH:8]=[CH:9][C:4]=4[C:3]([NH:31][NH2:32])=[O:30])=[N:11][C:12]=3[CH:22]=2)=[CH:28][N:27]=1. The catalyst class is: 14. (6) Reactant: [F:1][C:2]1[CH:23]=[CH:22][C:5]([CH2:6][C:7]2([CH:20]=O)[CH2:12][CH2:11][N:10]([C:13]([O:15][C:16]([CH3:19])([CH3:18])[CH3:17])=[O:14])[CH2:9][CH2:8]2)=[CH:4][CH:3]=1.[C:24]1([C@@H:30]2[CH2:32][C@H:31]2[NH2:33])[CH:29]=[CH:28][CH:27]=[CH:26][CH:25]=1.C(O)(=O)C.C(O[BH-](OC(=O)C)OC(=O)C)(=O)C.[Na+]. Product: [F:1][C:2]1[CH:23]=[CH:22][C:5]([CH2:6][C:7]2([CH2:20][NH:33][C@@H:31]3[CH2:32][C@H:30]3[C:24]3[CH:29]=[CH:28][CH:27]=[CH:26][CH:25]=3)[CH2:12][CH2:11][N:10]([C:13]([O:15][C:16]([CH3:19])([CH3:18])[CH3:17])=[O:14])[CH2:9][CH2:8]2)=[CH:4][CH:3]=1. The catalyst class is: 279. (7) Reactant: [Cl:1][C:2]1[CH:3]=[C:4]2[C:8](=[CH:9][CH:10]=1)[NH:7][CH:6]=[C:5]2[CH2:11][CH2:12][NH:13][C:14](=[O:22])[C:15]1[CH:20]=[CH:19][CH:18]=[CH:17][C:16]=1I.[F:23][C:24]([F:35])([F:34])[C:25]1[CH:30]=[CH:29][C:28](B(O)O)=[CH:27][CH:26]=1.C(=O)([O-])[O-].[Na+].[Na+]. Product: [Cl:1][C:2]1[CH:3]=[C:4]2[C:8](=[CH:9][CH:10]=1)[NH:7][CH:6]=[C:5]2[CH2:11][CH2:12][NH:13][C:14]([C:15]1[C:16]([C:28]2[CH:29]=[CH:30][C:25]([C:24]([F:35])([F:34])[F:23])=[CH:26][CH:27]=2)=[CH:17][CH:18]=[CH:19][CH:20]=1)=[O:22]. The catalyst class is: 437.